This data is from Drug-target binding data from BindingDB using IC50 measurements. The task is: Regression. Given a target protein amino acid sequence and a drug SMILES string, predict the binding affinity score between them. We predict pIC50 (pIC50 = -log10(IC50 in M); higher means more potent). Dataset: bindingdb_ic50. (1) The drug is CCCOC(=O)c1ccc(NC(=O)c2c(-c3ccccc3)noc2C)cc1. The target protein (P42582) has sequence MFPSPALTPTPFSVKDILNLEQQQRSLASGDLSARLEATLAPASCMLAAFKPEAYSGPEAAASGLAELRAEMGPAPSPPKCSPAFPAAPTFYPGAYGDPDPAKDPRADKKELCALQKAVELDKAETDGAERPRARRRRKPRVLFSQAQVYELERRFKQQRYLSAPERDQLASVLKLTSTQVKIWFQNRRYKCKRQRQDQTLELLGPPPPPARRIAVPVLVRDGKPCLGDPAAYAPAYGVGLNAYGYNAYPYPSYGGAACSPGYSCAAYPAAPPAAQPPAASANSNFVNFGVGDLNTVQSPGMPQGNSGVSTLHGIRAW. The pIC50 is 4.3. (2) The compound is C=CCn1c(NCC)nc2c(c1=O)C(C)(C)Cc1cc(OC(C)C)ccc1-2. The target protein (P96471) has sequence MKNYLSFGMFALLFALTFGTVKPVQAIAGPEWLLGRPSVNNSQLVVSVAGTVEGTNQEISLKFFEIDLTSRPAQGGKTEQGLRPKSKPLATDKGAMSHKLEKADLLKAIQEQLIANVHSNDGYFEVIDFASDATITDRNGKVYFADRDDSVTLPTQPVQEFLLSGHVRVRPYRPKAVHNSAERVNVNYEVSFVSETGNLDFTPSLKEQYHLTTLAVGDSLSSQELAAIAQFILSKKHPDYIITKRDSSIVTHDNDIFRTILPMDQEFTYHIKDREQAYKANSKTGIEEKTNNTDLISEKYYILKKGEKPYDPFDRSHLKLFTIKYVDVDTKALLKSEQLLTASERNLDFRDLYDPRDKAKLLYNNLDAFGIMGYTLTGKVEDNHDDTNRIITVYMGKRPEGENASYHLAYDKDRYTEEEREVYSYLRDTGTPIPDNPKDK. The pIC50 is 5.4. (3) The target protein (Q8NBP7) has sequence MGTVSSRRSWWPLPLLLLLLLLLGPAGARAQEDEDGDYEELVLALRSEEDGLAEAPEHGTTATFHRCAKDPWRLPGTYVVVLKEETHLSQSERTARRLQAQAARRGYLTKILHVFHGLLPGFLVKMSGDLLELALKLPHVDYIEEDSSVFAQSIPWNLERITPPRYRADEYQPPDGGSLVEVYLLDTSIQSDHREIEGRVMVTDFENVPEEDGTRFHRQASKCDSHGTHLAGVVSGRDAGVAKGASMRSLRVLNCQGKGTVSGTLIGLEFIRKSQLVQPVGPLVVLLPLAGGYSRVLNAACQRLARAGVVLVTAAGNFRDDACLYSPASAPEVITVGATNAQDQPVTLGTLGTNFGRCVDLFAPGEDIIGASSDCSTCFVSQSGTSQAAAHVAGIAAMMLSAEPELTLAELRQRLIHFSAKDVINEAWFPEDQRVLTPNLVAALPPSTHGAGWQLFCRTVWSAHSGPTRMATAVARCAPDEELLSCSSFSRSGKRRGERM.... The compound is Cn1ncc(-c2ccc(C(=O)N(c3ncccc3Cl)[C@@H]3CCCNC3)cc2)c1-c1nn[nH]n1. The pIC50 is 5.2. (4) The drug is Cc1ccc2c(c1)c(=O)n(Cc1ccccc1)c(=S)n2C(O)/C=C/c1ccccc1. The target protein (P00376) has sequence MVRPLNCIVAVSQNMGIGKNGDLPWPPLRNEFQYFQRMTTVSSVEGKQNLVIMGRKTWFSIPEKNRPLKDRINIVLSRELKEPPKGAHFLAKSLDDALELIEDPELTNKVDVVWIVGGSSVYKEAMNKPGHVRLFVTRIMQEFESDAFFPEIDFEKYKLLPEYPGVPLDVQEEKGIKYKFEVYEKNN. The pIC50 is 5.3. (5) The small molecule is CCCCCCc1ccc(Oc2ccccc2C)c(O)c1. The target protein (P9WGR1) has sequence MTGLLDGKRILVSGIITDSSIAFHIARVAQEQGAQLVLTGFDRLRLIQRITDRLPAKAPLLELDVQNEEHLASLAGRVTEAIGAGNKLDGVVHSIGFMPQTGMGINPFFDAPYADVSKGIHISAYSYASMAKALLPIMNPGGSIVGMDFDPSRAMPAYNWMTVAKSALESVNRFVAREAGKYGVRSNLVAAGPIRTLAMSAIVGGALGEEAGAQIQLLEEGWDQRAPIGWNMKDATPVAKTVCALLSDWLPATTGDIIYADGGAHTQLL. The pIC50 is 7.7. (6) The compound is O=C(c1cc(-c2ccc(Cl)cc2)n(-c2ccccc2)n1)N1CCC(Cc2ccccc2)CC1. The target protein (Q99685) has sequence MPEESSPRRTPQSIPYQDLPHLVNADGQYLFCRYWKPTGTPKALIFVSHGAGEHSGRYEELARMLMGLDLLVFAHDHVGHGQSEGERMVVSDFHVFVRDVLQHVDSMQKDYPGLPVFLLGHSMGGAIAILTAAERPGHFAGMVLISPLVLANPESATTFKVLAAKVLNLVLPNLSLGPIDSSVLSRNKTEVDIYNSDPLICRAGLKVCFGIQLLNAVSRVERALPKLTVPFLLLQGSADRLCDSKGAYLLMELAKSQDKTLKIYEGAYHVLHKELPEVTNSVFHEINMWVSQRTATAGTASPP. The pIC50 is 5.0. (7) The compound is CC(=O)N[C@@H]1[C@@H](N=C(N)N)C=C(C(=O)O)O[C@H]1[C@H](O)[C@H](O)CO. The target protein sequence is MNPNKKIITIGSICMVTGMVSLMLQIGNLISIWVSHSIHTGNQHKAEPISNTNFLTEKAVASVKLAGNSSLCPINGWAVYSKDNSIRIGSKGDVFVIREPFISCSHLECRTFFLTQGALLNDKHSNGTVKDRSPHRTLMSCPVGEAPSPYNSRFESVAWSASACHDGTSWLTIGISGPDNGAVAVLKYNGIITDTIKSWRNNILRTQESECACVNGSCFTVMTDGPSNGQASHKIFKMEKGKVVKSVELDAPNYHYEECSCYPDAGEITCVCRDNWHGSNRPWVSFNQNLEYQIGYICSGVFGDNPRPNDGTGSCGPVSSNGAYGVKGFSFKYGNGVWIGRTKSTNSRSGFEMIWDPNGWTETDSSFSVKQDIVAITDWSGYSGSFVQHPELTGLDCIRPCFWVELIRGRPKESTIWTSGSSISFCGVNSDTVGWSWPDGAELPFTIDK. The pIC50 is 8.9.